This data is from HIV replication inhibition screening data with 41,000+ compounds from the AIDS Antiviral Screen. The task is: Binary Classification. Given a drug SMILES string, predict its activity (active/inactive) in a high-throughput screening assay against a specified biological target. (1) The drug is CC(C)=CC(Cc1ccccc1)S(=O)(=O)c1nc2ccccc2s1. The result is 0 (inactive). (2) The drug is Cc1ccc(C)n1-n1c(Cc2ccccc2)n[nH]c1=O. The result is 0 (inactive).